This data is from Peptide-MHC class I binding affinity with 185,985 pairs from IEDB/IMGT. The task is: Regression. Given a peptide amino acid sequence and an MHC pseudo amino acid sequence, predict their binding affinity value. This is MHC class I binding data. (1) The peptide sequence is RQGLERALL. The MHC is HLA-A02:03 with pseudo-sequence HLA-A02:03. The binding affinity (normalized) is 0. (2) The peptide sequence is RTVIHLEWLL. The MHC is HLA-A02:01 with pseudo-sequence HLA-A02:01. The binding affinity (normalized) is 0.547.